Regression. Given two drug SMILES strings and cell line genomic features, predict the synergy score measuring deviation from expected non-interaction effect. From a dataset of NCI-60 drug combinations with 297,098 pairs across 59 cell lines. (1) Drug 1: CCC1=CC2CC(C3=C(CN(C2)C1)C4=CC=CC=C4N3)(C5=C(C=C6C(=C5)C78CCN9C7C(C=CC9)(C(C(C8N6C)(C(=O)OC)O)OC(=O)C)CC)OC)C(=O)OC.C(C(C(=O)O)O)(C(=O)O)O. Drug 2: CCC1=C2CN3C(=CC4=C(C3=O)COC(=O)C4(CC)O)C2=NC5=C1C=C(C=C5)O. Cell line: NCI/ADR-RES. Synergy scores: CSS=3.85, Synergy_ZIP=-6.40, Synergy_Bliss=-2.40, Synergy_Loewe=-1.49, Synergy_HSA=-1.58. (2) Drug 1: C#CCC(CC1=CN=C2C(=N1)C(=NC(=N2)N)N)C3=CC=C(C=C3)C(=O)NC(CCC(=O)O)C(=O)O. Drug 2: CC1CCCC2(C(O2)CC(NC(=O)CC(C(C(=O)C(C1O)C)(C)C)O)C(=CC3=CSC(=N3)C)C)C. Cell line: UO-31. Synergy scores: CSS=14.4, Synergy_ZIP=-6.51, Synergy_Bliss=0.320, Synergy_Loewe=-2.79, Synergy_HSA=-2.54. (3) Drug 1: CC1=C(C(CCC1)(C)C)C=CC(=CC=CC(=CC(=O)O)C)C. Drug 2: N.N.Cl[Pt+2]Cl. Cell line: HOP-62. Synergy scores: CSS=24.7, Synergy_ZIP=-6.59, Synergy_Bliss=-15.8, Synergy_Loewe=-26.6, Synergy_HSA=-10.7.